Dataset: Forward reaction prediction with 1.9M reactions from USPTO patents (1976-2016). Task: Predict the product of the given reaction. (1) Given the reactants [CH3:1][O:2][C:3](=[O:47])[C:4]1[CH:9]=[CH:8][C:7]([O:10][CH2:11][CH2:12][C:13]2[C:21]3[C:16](=[CH:17][CH:18]=[C:19]([Cl:22])[CH:20]=3)[N:15]([CH:23]([C:30]3[CH:35]=[CH:34][CH:33]=[CH:32][CH:31]=3)[C:24]3[CH:29]=[CH:28][CH:27]=[CH:26][CH:25]=3)[C:14]=2[CH2:36][CH2:37]OS(C)(=O)=O)=[CH:6][C:5]=1[O:43][CH:44]([CH3:46])[CH3:45].[N-:48]=[N+:49]=[N-:50].[Na+].O, predict the reaction product. The product is: [CH3:1][O:2][C:3](=[O:47])[C:4]1[CH:9]=[CH:8][C:7]([O:10][CH2:11][CH2:12][C:13]2[C:21]3[C:16](=[CH:17][CH:18]=[C:19]([Cl:22])[CH:20]=3)[N:15]([CH:23]([C:30]3[CH:31]=[CH:32][CH:33]=[CH:34][CH:35]=3)[C:24]3[CH:25]=[CH:26][CH:27]=[CH:28][CH:29]=3)[C:14]=2[CH2:36][CH2:37][N:48]=[N+:49]=[N-:50])=[CH:6][C:5]=1[O:43][CH:44]([CH3:46])[CH3:45]. (2) Given the reactants [CH3:1][O:2][C:3]([C:5]1[CH:14]=[CH:13][C:12]2[C:7](=[CH:8][CH:9]=[C:10](Br)[CH:11]=2)[CH:6]=1)=[O:4].C(=O)([O-])[O-].[Cs+].[Cs+].[NH:22]1[CH2:26][CH2:25][CH2:24][CH2:23]1.C([O-])(O)=O.[Na+], predict the reaction product. The product is: [CH3:1][O:2][C:3]([C:5]1[CH:14]=[CH:13][C:12]2[C:7](=[CH:8][CH:9]=[C:10]([N:22]3[CH2:26][CH2:25][CH2:24][CH2:23]3)[CH:11]=2)[CH:6]=1)=[O:4]. (3) Given the reactants [CH:1]1([NH2:4])[CH2:3][CH2:2]1.Cl.Cl[CH2:7][C:8]1[C:13]([O:14][CH3:15])=[C:12]([O:16][CH3:17])[CH:11]=[CH:10][NH+:9]=1.ClCCl.CO, predict the reaction product. The product is: [CH3:15][O:14][C:13]1[C:8]([CH2:7][NH:4][CH:1]2[CH2:3][CH2:2]2)=[N:9][CH:10]=[CH:11][C:12]=1[O:16][CH3:17].